From a dataset of NCI-60 drug combinations with 297,098 pairs across 59 cell lines. Regression. Given two drug SMILES strings and cell line genomic features, predict the synergy score measuring deviation from expected non-interaction effect. (1) Drug 1: C1=C(C(=O)NC(=O)N1)N(CCCl)CCCl. Drug 2: C1=NC2=C(N=C(N=C2N1C3C(C(C(O3)CO)O)F)Cl)N. Synergy scores: CSS=43.7, Synergy_ZIP=5.02, Synergy_Bliss=5.00, Synergy_Loewe=-5.31, Synergy_HSA=7.30. Cell line: OVCAR3. (2) Drug 1: CC(C)(C#N)C1=CC(=CC(=C1)CN2C=NC=N2)C(C)(C)C#N. Drug 2: C1=NNC2=C1C(=O)NC=N2. Cell line: T-47D. Synergy scores: CSS=9.57, Synergy_ZIP=-8.29, Synergy_Bliss=-8.19, Synergy_Loewe=-4.03, Synergy_HSA=-3.99. (3) Drug 1: C1=CC(=CC=C1CCC2=CNC3=C2C(=O)NC(=N3)N)C(=O)NC(CCC(=O)O)C(=O)O. Drug 2: C1CN1P(=S)(N2CC2)N3CC3. Cell line: MCF7. Synergy scores: CSS=33.2, Synergy_ZIP=-2.25, Synergy_Bliss=-1.84, Synergy_Loewe=1.34, Synergy_HSA=2.36. (4) Drug 1: C1=CC=C(C(=C1)C(C2=CC=C(C=C2)Cl)C(Cl)Cl)Cl. Drug 2: C1CC(=O)NC(=O)C1N2C(=O)C3=CC=CC=C3C2=O. Cell line: SN12C. Synergy scores: CSS=-1.55, Synergy_ZIP=-0.222, Synergy_Bliss=-4.31, Synergy_Loewe=-2.57, Synergy_HSA=-5.62. (5) Drug 1: CC1C(C(CC(O1)OC2CC(CC3=C2C(=C4C(=C3O)C(=O)C5=C(C4=O)C(=CC=C5)OC)O)(C(=O)C)O)N)O.Cl. Drug 2: C1CC(=O)NC(=O)C1N2C(=O)C3=CC=CC=C3C2=O. Cell line: T-47D. Synergy scores: CSS=18.2, Synergy_ZIP=-3.95, Synergy_Bliss=9.56, Synergy_Loewe=-11.2, Synergy_HSA=9.66. (6) Drug 1: C1=NC2=C(N1)C(=S)N=C(N2)N. Drug 2: C1=NC2=C(N=C(N=C2N1C3C(C(C(O3)CO)O)O)F)N. Cell line: M14. Synergy scores: CSS=37.0, Synergy_ZIP=-12.3, Synergy_Bliss=-3.66, Synergy_Loewe=-10.5, Synergy_HSA=-1.41. (7) Cell line: SN12C. Drug 2: CCC1(C2=C(COC1=O)C(=O)N3CC4=CC5=C(C=CC(=C5CN(C)C)O)N=C4C3=C2)O.Cl. Drug 1: CN(CCCl)CCCl.Cl. Synergy scores: CSS=42.1, Synergy_ZIP=-5.57, Synergy_Bliss=-0.0761, Synergy_Loewe=-13.1, Synergy_HSA=3.55.